Dataset: Forward reaction prediction with 1.9M reactions from USPTO patents (1976-2016). Task: Predict the product of the given reaction. Given the reactants [N:1]1[CH:6]=[CH:5][C:4]([CH2:7][CH2:8][C:9](=O)[CH3:10])=[CH:3][CH:2]=1.C(=O)([O-])[O-].[Na+].[Na+].Cl.[NH2:19][OH:20].C(=O)([O-])O.[Na+], predict the reaction product. The product is: [N:1]1[CH:6]=[CH:5][C:4]([CH2:7][CH2:8][C:9](=[N:19][OH:20])[CH3:10])=[CH:3][CH:2]=1.